This data is from Full USPTO retrosynthesis dataset with 1.9M reactions from patents (1976-2016). The task is: Predict the reactants needed to synthesize the given product. (1) Given the product [OH:48][C:35]1([C:33]2[N:32]([S:49]([C:52]3[CH:57]=[CH:56][CH:55]=[CH:54][CH:53]=3)(=[O:51])=[O:50])[C:28]3=[N:29][CH:30]=[CH:31][C:26]([C:5]4[C:4]([C:16]5[CH:17]=[CH:18][C:19]([N+:22]([O-:24])=[O:23])=[CH:20][CH:21]=5)=[N:3][N:2]([CH3:1])[CH:6]=4)=[C:27]3[CH:34]=2)[CH2:36][CH2:37][N:38]([C:41]([O:43][C:44]([CH3:47])([CH3:46])[CH3:45])=[O:42])[CH2:39][CH2:40]1, predict the reactants needed to synthesize it. The reactants are: [CH3:1][N:2]1[CH:6]=[C:5](B2OC(C)(C)C(C)(C)O2)[C:4]([C:16]2[CH:21]=[CH:20][C:19]([N+:22]([O-:24])=[O:23])=[CH:18][CH:17]=2)=[N:3]1.Br[C:26]1[CH:31]=[CH:30][N:29]=[C:28]2[N:32]([S:49]([C:52]3[CH:57]=[CH:56][CH:55]=[CH:54][CH:53]=3)(=[O:51])=[O:50])[C:33]([C:35]3([OH:48])[CH2:40][CH2:39][N:38]([C:41]([O:43][C:44]([CH3:47])([CH3:46])[CH3:45])=[O:42])[CH2:37][CH2:36]3)=[CH:34][C:27]=12. (2) Given the product [CH3:21][O:20][C:14]1[CH:13]=[C:12]([CH:17]=[C:16]([O:18][CH3:19])[CH:15]=1)[CH2:11][CH2:10][C:8]1[N:9]=[C:4]2[CH:3]=[C:2]([C:30]3[CH:31]=[CH:32][C:27]([C:25]([N:24]([CH3:42])[CH3:23])=[O:26])=[N:28][CH:29]=3)[NH:22][C:5]2=[N:6][CH:7]=1, predict the reactants needed to synthesize it. The reactants are: Br[C:2]1[NH:22][C:5]2=[N:6][CH:7]=[C:8]([CH2:10][CH2:11][C:12]3[CH:17]=[C:16]([O:18][CH3:19])[CH:15]=[C:14]([O:20][CH3:21])[CH:13]=3)[N:9]=[C:4]2[CH:3]=1.[CH3:23][N:24]([CH3:42])[C:25]([C:27]1[CH:32]=[CH:31][C:30](B2OC(C)(C)C(C)(C)O2)=[CH:29][N:28]=1)=[O:26].